Dataset: Reaction yield outcomes from USPTO patents with 853,638 reactions. Task: Predict the reaction yield, written as a fraction of the theoretical maximum amount of product (1.0 means a 100% yield; for example, 0.34 means a 34% yield). (1) The reactants are [C:1]([O:5][C:6]([N:8]1[CH2:12][CH2:11][C@@H:10]([N:13]2[C:21](=O)[C:20]3[C:15](=[CH:16][CH:17]=[C:18]([Cl:23])[CH:19]=3)[C:14]2=O)[CH2:9]1)=[O:7])([CH3:4])([CH3:3])[CH3:2].[H-].[H-].[H-].[H-].[Li+].[Al+3].[Al+3].[Cl-].[Cl-].[Cl-]. The catalyst is CCOCC. The product is [C:1]([O:5][C:6]([N:8]1[CH2:12][CH2:11][C@@H:10]([N:13]2[CH2:21][C:20]3[C:15](=[CH:16][CH:17]=[C:18]([Cl:23])[CH:19]=3)[CH2:14]2)[CH2:9]1)=[O:7])([CH3:4])([CH3:2])[CH3:3]. The yield is 0.410. (2) The reactants are [C:1](Cl)(=[O:4])[CH2:2][CH3:3].[NH2:6][C:7]1[CH:14]=[C:13]([C:15]2[CH:35]=[CH:34][C:18]3[S:19][C:20]([C:26]4[CH:31]=[C:30]([Cl:32])[CH:29]=[C:28]([Cl:33])[CH:27]=4)([C:22]([F:25])([F:24])[F:23])[CH2:21][C:17]=3[CH:16]=2)[CH:12]=[CH:11][C:8]=1[C:9]#[N:10].O. The catalyst is C1COCC1. The product is [C:9]([C:8]1[CH:11]=[CH:12][C:13]([C:15]2[CH:35]=[CH:34][C:18]3[S:19][C:20]([C:26]4[CH:31]=[C:30]([Cl:32])[CH:29]=[C:28]([Cl:33])[CH:27]=4)([C:22]([F:25])([F:23])[F:24])[CH2:21][C:17]=3[CH:16]=2)=[CH:14][C:7]=1[NH:6][C:1](=[O:4])[CH2:2][CH3:3])#[N:10]. The yield is 0.890. (3) The reactants are [CH:1]1([C:4]2[C:12]([CH:13]([S:17]([CH3:20])(=[O:19])=[O:18])[CH2:14][CH:15]=[O:16])=[CH:11][C:10]3[C:6](=[C:7]([C:28]([NH:30][CH3:31])=[O:29])[N:8]([C:21]4[CH:26]=[CH:25][C:24]([CH3:27])=[CH:23][CH:22]=4)[N:9]=3)[CH:5]=2)[CH2:3][CH2:2]1.C1(C2C(C(S(C)(=O)=O)CC(O)O)=CC3C(=C(C(NC)=O)N(C4C=CC(C)=CC=4)N=3)C=2)CC1.[BH4-].[Na+].S(=O)(=O)(O)O. The catalyst is O1CCOCC1.O. The product is [CH:1]1([C:4]2[C:12]([CH:13]([S:17]([CH3:20])(=[O:19])=[O:18])[CH2:14][CH2:15][OH:16])=[CH:11][C:10]3[C:6](=[C:7]([C:28]([NH:30][CH3:31])=[O:29])[N:8]([C:21]4[CH:22]=[CH:23][C:24]([CH3:27])=[CH:25][CH:26]=4)[N:9]=3)[CH:5]=2)[CH2:3][CH2:2]1. The yield is 0.790. (4) The reactants are [Br:1][C:2]1[CH:3]=[C:4]([S:8](Cl)(=[O:10])=[O:9])[CH:5]=[N:6][CH:7]=1.[C:12]([NH2:16])([CH3:15])([CH3:14])[CH3:13]. No catalyst specified. The product is [C:12]([NH:16][S:8]([C:4]1[CH:5]=[N:6][CH:7]=[C:2]([Br:1])[CH:3]=1)(=[O:10])=[O:9])([CH3:15])([CH3:14])[CH3:13]. The yield is 1.08. (5) The reactants are [CH3:1][O:2][C:3]1[CH:4]=[C:5]([N:11]2[CH2:20][C:19]3[C:14](=[N:15][C:16]([S:21]([CH3:24])(=[O:23])=[O:22])=[N:17][CH:18]=3)[N:13]([CH3:25])[C:12]2=[O:26])C=[C:7]([O:9][CH3:10])[CH:8]=1.S(Cl)([Cl:30])(=O)=O.Cl[CH2:33][Cl:34]. No catalyst specified. The product is [Cl:30][C:4]1[C:3]([O:2][CH3:1])=[CH:8][C:7]([O:9][CH3:10])=[C:33]([Cl:34])[C:5]=1[N:11]1[CH2:20][C:19]2[C:14](=[N:15][C:16]([S:21]([CH3:24])(=[O:23])=[O:22])=[N:17][CH:18]=2)[N:13]([CH3:25])[C:12]1=[O:26]. The yield is 0.960. (6) The reactants are [CH2:1]([O:8][CH2:9][C@H:10]1[CH2:12][O:11]1)[C:2]1[CH:7]=[CH:6][CH:5]=[CH:4][CH:3]=1.[NH4+].[Cl-].[N-:15]=[N+:16]=[N-:17].[Na+]. The catalyst is CO.O. The product is [N:15]([CH2:12][C@@H:10]([OH:11])[CH2:9][O:8][CH2:1][C:2]1[CH:7]=[CH:6][CH:5]=[CH:4][CH:3]=1)=[N+:16]=[N-:17]. The yield is 0.910. (7) The reactants are [C:1]([C:5]1[NH:6][C:7]2[C:12]([CH:13]=1)=[C:11](F)[C:10]([N+:15]([O-:17])=[O:16])=[CH:9][CH:8]=2)([CH3:4])([CH3:3])[CH3:2].[C-:18]#[N:19].[K+].O. The catalyst is CS(C)=O. The product is [C:1]([C:5]1[NH:6][C:7]2[CH:8]=[CH:9][C:10]([N+:15]([O-:17])=[O:16])=[C:11]([C:18]#[N:19])[C:12]=2[CH:13]=1)([CH3:4])([CH3:3])[CH3:2]. The yield is 0.530. (8) The reactants are S(Cl)(Cl)=O.[CH2:5]([O:8][CH2:9][C:10]([OH:12])=O)[CH:6]=[CH2:7].Cl.[CH3:14][NH:15][O:16][CH3:17].CN1CCOCC1. The catalyst is C1(C)C=CC=CC=1.ClCCl.O. The yield is 0.500. The product is [CH2:5]([O:8][CH2:9][C:10]([N:15]([O:16][CH3:17])[CH3:14])=[O:12])[CH:6]=[CH2:7]. (9) The catalyst is C1C=CC([P]([Pd]([P](C2C=CC=CC=2)(C2C=CC=CC=2)C2C=CC=CC=2)([P](C2C=CC=CC=2)(C2C=CC=CC=2)C2C=CC=CC=2)[P](C2C=CC=CC=2)(C2C=CC=CC=2)C2C=CC=CC=2)(C2C=CC=CC=2)C2C=CC=CC=2)=CC=1.COCCOC. The product is [N:14]1([C:4]2[N:5]=[C:6]([N:8]3[CH2:13][CH2:12][O:11][CH2:10][CH2:9]3)[N:7]=[C:2]([C:30]3[CH:31]=[CH:32][C:27]([NH2:26])=[CH:28][CH:29]=3)[N:3]=2)[CH2:19][CH2:18][O:17][CH2:16][CH2:15]1. The reactants are Cl[C:2]1[N:7]=[C:6]([N:8]2[CH2:13][CH2:12][O:11][CH2:10][CH2:9]2)[N:5]=[C:4]([N:14]2[CH2:19][CH2:18][O:17][CH2:16][CH2:15]2)[N:3]=1.C(=O)([O-])[O-].[Na+].[Na+].[NH2:26][C:27]1[CH:32]=[CH:31][C:30](B2OC(C)(C)C(C)(C)O2)=[CH:29][CH:28]=1. The yield is 0.830. (10) The reactants are [F:1][C:2]1[CH:7]=[CH:6][C:5]([C:8]2[C:12]([C:13]3[N:14]=[CH:15][N:16]([C:18]4[CH:26]=[CH:25][C:21]([C:22](O)=[O:23])=[CH:20][CH:19]=4)[CH:17]=3)=[C:11]([C:27]([F:30])([F:29])[F:28])[O:10][N:9]=2)=[CH:4][CH:3]=1.Cl.C([N:34]=C=NCCCN(C)C)C.ON1C2C=CC=CC=2N=N1.[Cl-].[NH4+].C(N(CC)C(C)C)(C)C. The catalyst is C1COCC1. The product is [F:1][C:2]1[CH:3]=[CH:4][C:5]([C:8]2[C:12]([C:13]3[N:14]=[CH:15][N:16]([C:18]4[CH:26]=[CH:25][C:21]([C:22]([NH2:34])=[O:23])=[CH:20][CH:19]=4)[CH:17]=3)=[C:11]([C:27]([F:28])([F:29])[F:30])[O:10][N:9]=2)=[CH:6][CH:7]=1. The yield is 0.420.